Dataset: Reaction yield outcomes from USPTO patents with 853,638 reactions. Task: Predict the reaction yield, written as a fraction of the theoretical maximum amount of product (1.0 means a 100% yield; for example, 0.34 means a 34% yield). The reactants are [CH2:1]([O:8][C:9]([C:11]1([CH:17](OS(C(F)(F)F)(=O)=O)[CH3:18])[CH2:16][CH2:15][CH2:14][O:13][CH2:12]1)=[O:10])[C:2]1[CH:7]=[CH:6][CH:5]=[CH:4][CH:3]=1.N12CCCN=C1CCCCC2. The catalyst is ClCCl. The product is [CH2:1]([O:8][C:9]([C:11]1([CH:17]=[CH2:18])[CH2:16][CH2:15][CH2:14][O:13][CH2:12]1)=[O:10])[C:2]1[CH:3]=[CH:4][CH:5]=[CH:6][CH:7]=1. The yield is 0.390.